Dataset: Forward reaction prediction with 1.9M reactions from USPTO patents (1976-2016). Task: Predict the product of the given reaction. (1) Given the reactants [F:1][C:2]1[CH:7]=[CH:6][C:5]([C:8]2[N:12]=[C:11]([C:13]([CH3:17])([CH3:16])[CH2:14][NH2:15])[NH:10][N:9]=2)=[CH:4][CH:3]=1.[F:18][C:19]([F:35])([F:34])[C:20]1[O:24][N:23]=[C:22]([C:25]2[CH:26]=[C:27]([CH:31]=[CH:32][CH:33]=2)[C:28](O)=[O:29])[N:21]=1, predict the reaction product. The product is: [F:1][C:2]1[CH:3]=[CH:4][C:5]([C:8]2[N:12]=[C:11]([C:13]([CH3:17])([CH3:16])[CH2:14][NH:15][C:28](=[O:29])[C:27]3[CH:31]=[CH:32][CH:33]=[C:25]([C:22]4[N:21]=[C:20]([C:19]([F:35])([F:34])[F:18])[O:24][N:23]=4)[CH:26]=3)[NH:10][N:9]=2)=[CH:6][CH:7]=1. (2) Given the reactants CCN(C(C)C)C(C)C.[OH:10][C:11]1[CH:12]=[CH:13][CH:14]=[C:15]2[C:20]=1[O:19][C:18](=[O:21])[C:17]([C:22]([OH:24])=O)=[CH:16]2.CN(C(ON1N=NC2C=CC=NC1=2)=[N+](C)C)C.F[P-](F)(F)(F)(F)F.[NH:49]1[C:57]2[C:52](=[C:53]([C:58]3[CH:59]=[C:60]([NH2:64])[CH:61]=[CH:62][CH:63]=3)[CH:54]=[CH:55][CH:56]=2)[CH:51]=[CH:50]1, predict the reaction product. The product is: [NH:49]1[C:57]2[C:52](=[C:53]([C:58]3[CH:59]=[C:60]([NH:64][C:22]([C:17]4[C:18](=[O:21])[O:19][C:20]5[C:15]([CH:16]=4)=[CH:14][CH:13]=[CH:12][C:11]=5[OH:10])=[O:24])[CH:61]=[CH:62][CH:63]=3)[CH:54]=[CH:55][CH:56]=2)[CH:51]=[CH:50]1. (3) Given the reactants C(OC([NH:8][CH2:9][CH2:10][C:11]1[C:19]2[C:14](=[CH:15][CH:16]=[C:17]([OH:20])[CH:18]=2)[NH:13][CH:12]=1)=O)(C)(C)C.Br[CH2:22][C:23]1[CH:32]=[CH:31][C:30]2[C:25](=[CH:26][CH:27]=[CH:28][CH:29]=2)[CH:24]=1.[C:33](=[O:36])([O-])[O-:34].[K+].[K+].[I-].[K+].[H-].[Na+].[F:43][C:44]([F:54])([F:53])[C:45]1[CH:52]=[CH:51][C:48]([CH2:49]Br)=[CH:47][CH:46]=1.C1(S)C=CC=CC=1, predict the reaction product. The product is: [F:43][C:44]([F:54])([F:53])[C:33]([OH:34])=[O:36].[F:43][C:44]([F:53])([F:54])[C:45]1[CH:46]=[CH:47][C:48]([CH2:49][N:13]2[C:14]3[C:19](=[CH:18][C:17]([O:20][CH2:22][C:23]4[CH:32]=[CH:31][C:30]5[C:25](=[CH:26][CH:27]=[CH:28][CH:29]=5)[CH:24]=4)=[CH:16][CH:15]=3)[C:11]([CH2:10][CH2:9][NH2:8])=[CH:12]2)=[CH:51][CH:52]=1. (4) Given the reactants [NH2:1][C:2]1[CH:10]=[CH:9][C:5]([C:6](Cl)=[O:7])=[CH:4][CH:3]=1.[NH3:11], predict the reaction product. The product is: [NH2:1][C:2]1[CH:10]=[CH:9][C:5]([C:6]([NH2:11])=[O:7])=[CH:4][CH:3]=1. (5) Given the reactants [S:1]1[C:5]2[CH:6]=[CH:7][CH:8]=[CH:9][C:4]=2[N:3]=[C:2]1[NH2:10].[Br:11][C:12]1[CH:13]=[C:14]([CH:18]=[CH:19][CH:20]=1)[C:15](Cl)=[O:16].C[O:22][C:23]1[CH:32]=CC2N=C(N)SC=2C=1.ClC1C=C(C=CC=1)C(Cl)=[O:38], predict the reaction product. The product is: [Br:11][C:12]1[CH:13]=[C:14]([CH:18]=[CH:19][CH:20]=1)[C:15]([N:10]=[C:2]1[N:3]([CH2:32][C:23]([OH:22])=[O:38])[C:4]2[CH:9]=[CH:8][CH:7]=[CH:6][C:5]=2[S:1]1)=[O:16].